This data is from Full USPTO retrosynthesis dataset with 1.9M reactions from patents (1976-2016). The task is: Predict the reactants needed to synthesize the given product. Given the product [C:1]([O:5][C:6]([N:8]1[CH2:14][CH2:13][C:12](=[O:15])[N:11]([CH2:16][CH2:17][CH2:18][CH:19]=[O:20])[CH2:10][CH2:9]1)=[O:7])([CH3:4])([CH3:3])[CH3:2], predict the reactants needed to synthesize it. The reactants are: [C:1]([O:5][C:6]([N:8]1[CH2:14][CH2:13][C:12](=[O:15])[N:11]([CH2:16][CH2:17][CH2:18][CH:19](OC)[O:20]C)[CH2:10][CH2:9]1)=[O:7])([CH3:4])([CH3:3])[CH3:2].